From a dataset of Catalyst prediction with 721,799 reactions and 888 catalyst types from USPTO. Predict which catalyst facilitates the given reaction. Reactant: C([NH:4][C:5]1[C:6]([Br:17])=[C:7]2[C:11](=[CH:12][CH:13]=1)[C:10](=[O:14])[CH:9]([CH2:15][CH3:16])[CH2:8]2)(=O)C.C[O-].[Na+].[CH:21]([C:23]([CH2:25][CH3:26])=[O:24])=[CH2:22]. Product: [NH2:4][C:5]1[C:6]([Br:17])=[C:7]2[C:11](=[CH:12][CH:13]=1)[C:10](=[O:14])[C:9]([CH2:15][CH3:16])([CH2:22][CH2:21][C:23](=[O:24])[CH2:25][CH3:26])[CH2:8]2. The catalyst class is: 5.